Dataset: Catalyst prediction with 721,799 reactions and 888 catalyst types from USPTO. Task: Predict which catalyst facilitates the given reaction. (1) Reactant: [OH:1][C:2]1[CH:25]=[CH:24][C:5]([CH2:6][N:7]2[C:15]3[C:10](=[C:11]([NH:17][C:18](=[O:23])[CH2:19][C:20]([OH:22])=[O:21])[CH:12]=[CH:13][C:14]=3[CH3:16])[CH:9]=[CH:8]2)=[CH:4][C:3]=1[CH:26]([CH3:28])[CH3:27].[OH-].[Na+].[Cl-].[Ca+2:32].[Cl-]. Product: [OH:1][C:2]1[CH:25]=[CH:24][C:5]([CH2:6][N:7]2[C:15]3[C:10](=[C:11]([NH:17][C:18](=[O:23])[CH2:19][C:20]([O-:22])=[O:21])[CH:12]=[CH:13][C:14]=3[CH3:16])[CH:9]=[CH:8]2)=[CH:4][C:3]=1[CH:26]([CH3:28])[CH3:27].[Ca+2:32].[OH:1][C:2]1[CH:25]=[CH:24][C:5]([CH2:6][N:7]2[C:15]3[C:10](=[C:11]([NH:17][C:18](=[O:23])[CH2:19][C:20]([O-:22])=[O:21])[CH:12]=[CH:13][C:14]=3[CH3:16])[CH:9]=[CH:8]2)=[CH:4][C:3]=1[CH:26]([CH3:28])[CH3:27]. The catalyst class is: 40. (2) Reactant: NC[C:3]1[CH:8]=[CH:7][C:6]([O:9][CH:10]2[CH2:16][CH2:15][CH2:14][CH2:13][CH2:12][CH2:11]2)=[CH:5][N:4]=1.C(OC(NCC1C=CC(OC2CCCCCC2)=CN=1)=O)(C)(C)C.[ClH:40]. Product: [Cl:40][C:3]1[N:4]=[CH:5][C:6]([O:9][CH:10]2[CH2:16][CH2:15][CH2:14][CH2:13][CH2:12][CH2:11]2)=[CH:7][CH:8]=1. The catalyst class is: 5. (3) Reactant: [NH2:1][C:2]1[CH:6]=[C:5]([Br:7])[S:4][C:3]=1[C:8]([NH2:10])=[O:9].[Cl:11][C:12]1[CH:20]=[CH:19][CH:18]=[CH:17][C:13]=1[C:14](Cl)=O.N1C=CC=CC=1. Product: [Br:7][C:5]1[S:4][C:3]2[C:8](=[O:9])[NH:10][C:14]([C:13]3[CH:17]=[CH:18][CH:19]=[CH:20][C:12]=3[Cl:11])=[N:1][C:2]=2[CH:6]=1. The catalyst class is: 468. (4) Reactant: [Cl:1][C:2]1[CH:7]=[CH:6][C:5]([OH:8])=[C:4]([N+:9]([O-])=O)[C:3]=1[C:12]([F:15])([F:14])[F:13].C(OCC)(=O)C.C(O)(=O)C. Product: [NH2:9][C:4]1[C:3]([C:12]([F:13])([F:14])[F:15])=[C:2]([Cl:1])[CH:7]=[CH:6][C:5]=1[OH:8]. The catalyst class is: 150. (5) Reactant: [Cl:1][C:2]1[CH:7]=[CH:6][C:5]([CH:8]([C:15]2[C:23]3[C:18](=[C:19]([CH2:24][S:25][CH2:26][CH3:27])[CH:20]=[CH:21][CH:22]=3)[NH:17][CH:16]=2)[CH2:9][C:10](OCC)=[O:11])=[CH:4][CH:3]=1.[H-].[Al+3].[Li+].[H-].[H-].[H-].Cl. Product: [Cl:1][C:2]1[CH:3]=[CH:4][C:5]([CH:8]([C:15]2[C:23]3[C:18](=[C:19]([CH2:24][S:25][CH2:26][CH3:27])[CH:20]=[CH:21][CH:22]=3)[NH:17][CH:16]=2)[CH2:9][CH2:10][OH:11])=[CH:6][CH:7]=1. The catalyst class is: 7.